This data is from CYP1A2 inhibition data for predicting drug metabolism from PubChem BioAssay. The task is: Regression/Classification. Given a drug SMILES string, predict its absorption, distribution, metabolism, or excretion properties. Task type varies by dataset: regression for continuous measurements (e.g., permeability, clearance, half-life) or binary classification for categorical outcomes (e.g., BBB penetration, CYP inhibition). Dataset: cyp1a2_veith. (1) The molecule is Cc1cccc(CNc2ccnc(-c3ccccc3CN(C)C)n2)c1. The result is 1 (inhibitor). (2) The compound is O=C(NCc1ccco1)c1nc2c(nnn2Cc2cccc(Cl)c2)c(=O)[nH]1. The result is 0 (non-inhibitor). (3) The drug is C/C(=N\NC(=O)Cc1ccc(Cl)cc1)c1ccccn1. The result is 1 (inhibitor). (4) The drug is CCOc1cc(C2CC(=O)c3c(ccc4ccccc34)N2)ccc1O. The result is 0 (non-inhibitor). (5) The molecule is Cc1cccc(C)c1OC[C@@H](N)C(C)C. The result is 1 (inhibitor). (6) The drug is CCCn1c(-c2cccs2)nc2nc3ccccc3nc21. The result is 1 (inhibitor). (7) The compound is C[C@@H](N=C(N)N)C(=O)O. The result is 0 (non-inhibitor).